This data is from Reaction yield outcomes from USPTO patents with 853,638 reactions. The task is: Predict the reaction yield, written as a fraction of the theoretical maximum amount of product (1.0 means a 100% yield; for example, 0.34 means a 34% yield). (1) The reactants are Cl.[F:2][C:3]([F:27])([F:26])[C:4]1[CH:5]=[CH:6][C:7]([O:10][C:11]2[CH:12]=[C:13]([CH:17]3[CH2:20][C:19]4([CH2:25][CH2:24][NH:23][CH2:22][CH2:21]4)[CH2:18]3)[CH:14]=[CH:15][CH:16]=2)=[N:8][CH:9]=1.[O:28]1[C:32]2[CH:33]=[CH:34][CH:35]=[CH:36][C:31]=2[C:30]([NH:37][C:38](=O)[O:39]C2C=CC=CC=2)=[N:29]1. No catalyst specified. The product is [O:28]1[C:32]2[CH:33]=[CH:34][CH:35]=[CH:36][C:31]=2[C:30]([NH:37][C:38]([N:23]2[CH2:22][CH2:21][C:19]3([CH2:20][CH:17]([C:13]4[CH:14]=[CH:15][CH:16]=[C:11]([O:10][C:7]5[CH:6]=[CH:5][C:4]([C:3]([F:2])([F:26])[F:27])=[CH:9][N:8]=5)[CH:12]=4)[CH2:18]3)[CH2:25][CH2:24]2)=[O:39])=[N:29]1. The yield is 0.920. (2) The reactants are [C:1]([C:4]1[C:9](=[O:10])[CH:8]=[CH:7][N:6]([C:11]2[CH:16]=[CH:15][CH:14]=[C:13]([C:17]([F:20])([F:19])[F:18])[CH:12]=2)[N:5]=1)(=[O:3])[CH3:2].CO[C:23](OC)([N:25]([CH3:27])[CH3:26])[CH3:24]. No catalyst specified. The product is [CH3:26][N:25]([CH3:27])[C:23]([CH3:24])=[CH:2][C:1]([C:4]1[C:9](=[O:10])[CH:8]=[CH:7][N:6]([C:11]2[CH:16]=[CH:15][CH:14]=[C:13]([C:17]([F:19])([F:20])[F:18])[CH:12]=2)[N:5]=1)=[O:3]. The yield is 0.680. (3) The reactants are [NH2:1][CH2:2][CH:3]1[CH2:6][CH:5]([N:7]2[C:11]3[N:12]=[CH:13][N:14]=[C:15]([NH2:16])[C:10]=3[C:9]([C:17]3[CH:22]=[CH:21][CH:20]=[C:19]([F:23])[CH:18]=3)=[CH:8]2)[CH2:4]1.C(N(CC)CC)C.Br[CH2:32][CH2:33][CH2:34][CH2:35]Br. The catalyst is O1CCOCC1. The product is [F:23][C:19]1[CH:18]=[C:17]([C:9]2[C:10]3[C:15]([NH2:16])=[N:14][CH:13]=[N:12][C:11]=3[N:7]([CH:5]3[CH2:4][CH:3]([CH2:2][N:1]4[CH2:35][CH2:34][CH2:33][CH2:32]4)[CH2:6]3)[CH:8]=2)[CH:22]=[CH:21][CH:20]=1. The yield is 0.560. (4) The reactants are C(=O)([O-])[O-].[K+].[K+].[Cl:7][C:8]1[CH:9]=[C:10]([S:14](Cl)(=[O:16])=[O:15])[CH:11]=[CH:12][CH:13]=1.O.Cl.[NH:20]1[CH2:25][CH2:24][C:23](=[O:26])[CH2:22][CH2:21]1.C(=O)(O)[O-].[Na+]. The catalyst is C(Cl)(Cl)Cl.O. The product is [Cl:7][C:8]1[CH:9]=[C:10]([S:14]([N:20]2[CH2:25][CH2:24][C:23](=[O:26])[CH2:22][CH2:21]2)(=[O:16])=[O:15])[CH:11]=[CH:12][CH:13]=1. The yield is 0.970. (5) The reactants are [Cl:1][C:2]1[CH:3]=[CH:4][C:5]([C:23]#[N:24])=[C:6]([CH:22]=1)[O:7][C@@H:8]([CH2:19][O:20][CH3:21])[CH2:9][CH2:10][NH:11]C(=O)OC(C)(C)C.[C:25]([OH:30])(=[O:29])[C:26]([OH:28])=[O:27]. The catalyst is Cl.O1CCOCC1. The product is [C:25]([OH:30])(=[O:29])[C:26]([OH:28])=[O:27].[NH2:11][CH2:10][CH2:9][C@@H:8]([O:7][C:6]1[CH:22]=[C:2]([Cl:1])[CH:3]=[CH:4][C:5]=1[C:23]#[N:24])[CH2:19][O:20][CH3:21]. The yield is 0.220.